Dataset: Forward reaction prediction with 1.9M reactions from USPTO patents (1976-2016). Task: Predict the product of the given reaction. (1) Given the reactants CC([N:5]1[C:17]2[C:16]3[C:11](=[CH:12][CH:13]=[CH:14][CH:15]=3)[N:10]3[N:18]=[N:19][N:20]=[C:9]3[C:8]=2[N:7]=[CH:6]1)(C)C.Cl.[OH-].[Na+], predict the reaction product. The product is: [N:18]1[N:10]2[C:11]3[C:16]([C:17]4[NH:5][CH:6]=[N:7][C:8]=4[C:9]2=[N:20][N:19]=1)=[CH:15][CH:14]=[CH:13][CH:12]=3. (2) Given the reactants [Cl:1][C:2]1[CH:3]=[C:4]2[C:8](=[C:9]([C:11]([OH:13])=O)[CH:10]=1)[NH:7][CH:6]=[CH:5]2.CN(C(ON1N=NC2C=CC=CC1=2)=[N+](C)C)C.[B-](F)(F)(F)F.C(N(CC)C(C)C)(C)C.[C:45]([C:49]1[CH:69]=[CH:68][C:52]([CH2:53][NH:54][CH2:55][CH2:56][C:57]2[CH:62]=[C:61]([C:63]([F:66])([F:65])[F:64])[CH:60]=[CH:59][C:58]=2[F:67])=[CH:51][CH:50]=1)([CH3:48])([CH3:47])[CH3:46], predict the reaction product. The product is: [C:45]([C:49]1[CH:50]=[CH:51][C:52]([CH2:53][N:54]([CH2:55][CH2:56][C:57]2[CH:62]=[C:61]([C:63]([F:66])([F:64])[F:65])[CH:60]=[CH:59][C:58]=2[F:67])[C:11]([C:9]2[CH:10]=[C:2]([Cl:1])[CH:3]=[C:4]3[C:8]=2[NH:7][CH:6]=[CH:5]3)=[O:13])=[CH:68][CH:69]=1)([CH3:48])([CH3:46])[CH3:47]. (3) Given the reactants [NH2:1]/[C:2](=[N:14]\[OH:15])/[CH:3]1[CH2:6][N:5]([C:7]([O:9][C:10]([CH3:13])([CH3:12])[CH3:11])=[O:8])[CH2:4]1.[CH3:16][CH2:17]N(C(C)C)C(C)C.C(Cl)(=O)C, predict the reaction product. The product is: [CH3:16][C:17]1[O:15][N:14]=[C:2]([CH:3]2[CH2:4][N:5]([C:7]([O:9][C:10]([CH3:12])([CH3:11])[CH3:13])=[O:8])[CH2:6]2)[N:1]=1. (4) Given the reactants [C-]#N.[K+].C[NH:5][CH2:6][CH2:7]NC.BrC1[CH:12]=[C:13]([CH3:18])[CH:14]=[C:15]([CH3:17])[CH:16]=1.CCCCCCCCCCCC.N, predict the reaction product. The product is: [CH3:18][C:13]1[CH:12]=[C:7]([CH:16]=[C:15]([CH3:17])[CH:14]=1)[C:6]#[N:5]. (5) Given the reactants [NH2:1][C@@H:2]1[CH2:7][CH2:6][CH2:5][N:4]([C:8]([O:10][C:11]([CH3:14])([CH3:13])[CH3:12])=[O:9])[CH2:3]1.CCN(C(C)C)C(C)C.Cl[C:25]([O:27][C:28]([CH3:30])=[CH2:29])=[O:26].C(=O)(O)[O-].[Na+], predict the reaction product. The product is: [CH2:29]=[C:28]([O:27][C:25]([NH:1][C@@H:2]1[CH2:7][CH2:6][CH2:5][N:4]([C:8]([O:10][C:11]([CH3:14])([CH3:13])[CH3:12])=[O:9])[CH2:3]1)=[O:26])[CH3:30]. (6) The product is: [F:1][C:2]1[CH:3]=[CH:4][C:5]([C:8]2[CH:12]=[CH:11][N:10]([C:13]3[N:34]=[CH:33][CH:32]=[CH:31][C:14]=3[C:15]([NH:17][CH:18]([CH:19]([OH:23])[C:20](=[O:22])[NH:43][CH2:42][CH2:41][C:36]3[CH:37]=[CH:38][CH:39]=[CH:40][N:35]=3)[CH2:24][C:25]3[CH:26]=[CH:27][CH:28]=[CH:29][CH:30]=3)=[O:16])[N:9]=2)=[CH:6][CH:7]=1. Given the reactants [F:1][C:2]1[CH:7]=[CH:6][C:5]([C:8]2[CH:12]=[CH:11][N:10]([C:13]3[N:34]=[CH:33][CH:32]=[CH:31][C:14]=3[C:15]([NH:17][CH:18]([CH2:24][C:25]3[CH:30]=[CH:29][CH:28]=[CH:27][CH:26]=3)[CH:19]([OH:23])[C:20]([OH:22])=O)=[O:16])[N:9]=2)=[CH:4][CH:3]=1.[N:35]1[CH:40]=[CH:39][CH:38]=[CH:37][C:36]=1[CH2:41][CH2:42][NH2:43], predict the reaction product. (7) Given the reactants C([O:4][CH2:5][C:6]1[CH:7]=[C:8]([CH:18]=[C:19]([O:21][C@@H:22]([CH3:26])[CH2:23][O:24][CH3:25])[CH:20]=1)[C:9]([NH:11][C:12]1[CH:17]=[N:16][CH:15]=[CH:14][N:13]=1)=[O:10])(=O)C.[OH-].[Na+], predict the reaction product. The product is: [OH:4][CH2:5][C:6]1[CH:7]=[C:8]([CH:18]=[C:19]([O:21][C@@H:22]([CH3:26])[CH2:23][O:24][CH3:25])[CH:20]=1)[C:9]([NH:11][C:12]1[CH:17]=[N:16][CH:15]=[CH:14][N:13]=1)=[O:10].